From a dataset of Full USPTO retrosynthesis dataset with 1.9M reactions from patents (1976-2016). Predict the reactants needed to synthesize the given product. (1) Given the product [Cl:1][C:2]1[CH:3]=[C:4]([CH2:9][C:10]([O:12][CH2:13][CH3:14])=[O:11])[CH:5]=[CH:6][C:7]=1[O:8][CH2:22][C:23]1[CH:32]=[CH:31][C:30]2[C:25](=[CH:26][CH:27]=[CH:28][CH:29]=2)[N:24]=1, predict the reactants needed to synthesize it. The reactants are: [Cl:1][C:2]1[CH:3]=[C:4]([CH2:9][C:10]([O:12][CH2:13][CH3:14])=[O:11])[CH:5]=[CH:6][C:7]=1[OH:8].C([O-])([O-])=O.[K+].[K+].Cl[CH2:22][C:23]1[CH:32]=[CH:31][C:30]2[C:25](=[CH:26][CH:27]=[CH:28][CH:29]=2)[N:24]=1. (2) The reactants are: [N:1]1([C:12](=[O:13])[C:11]2[NH:10][CH:9]=[N:8][C:7]=2[N:5]([CH3:6])[C:3]1=[O:4])[CH3:2].[Cl:14][C:15]1[CH:20]=[CH:19][CH:18]=[CH:17][C:16]=1B(O)O.N1C=CC=CC=1. Given the product [Cl:14][C:15]1[CH:20]=[CH:19][CH:18]=[CH:17][C:16]=1[N:10]1[C:11]2[C:12](=[O:13])[N:1]([CH3:2])[C:3](=[O:4])[N:5]([CH3:6])[C:7]=2[N:8]=[CH:9]1, predict the reactants needed to synthesize it. (3) Given the product [CH3:6][C:5]1[NH:4][C:2](=[S:3])[NH:1][C:9](=[O:10])[C:8]=1[CH2:13][C:14]([OH:16])=[O:15], predict the reactants needed to synthesize it. The reactants are: [NH2:1][C:2]([NH2:4])=[S:3].[C:5]([CH:8]([CH2:13][C:14]([O:16]C)=[O:15])[C:9](OC)=[O:10])(=O)[CH3:6].C[O-].[Na+]. (4) Given the product [CH:1]([C:3]1[CH:8]=[CH:7][CH:6]=[CH:5][C:4]=1[CH:9]=[CH2:10])=[CH2:2].[CH:1]([C:3]1[CH:8]=[CH:7][CH:6]=[CH:5][C:4]=1[OH:13])=[CH2:2], predict the reactants needed to synthesize it. The reactants are: [CH:1]([C:3]1[CH:8]=[CH:7][CH:6]=[CH:5][C:4]=1[CH:9]=[CH2:10])=[CH2:2].C(OC1C=CC(C=C)=CC=1)(=[O:13])C.